This data is from Forward reaction prediction with 1.9M reactions from USPTO patents (1976-2016). The task is: Predict the product of the given reaction. (1) Given the reactants [C:1]([C:5]1[N:6]=[C:7]([N:22]2[CH2:27][CH2:26]O[CH2:24][CH2:23]2)[C:8]2[N:13]=[N:12][N:11]([CH2:14][C:15]3[CH:20]=[CH:19][CH:18]=[CH:17][C:16]=3[Cl:21])[C:9]=2[N:10]=1)([CH3:4])([CH3:3])[CH3:2].C(C1N=C(Cl)C2N=NN(CC3C=CC=CC=3Cl)C=2N=1)(C)(C)C.N1CC[S:53](=[O:57])(=[O:56])CC1, predict the reaction product. The product is: [C:1]([C:5]1[N:6]=[C:7]([N:22]2[CH2:27][CH2:26][S:53](=[O:57])(=[O:56])[CH2:24][CH2:23]2)[C:8]2[N:13]=[N:12][N:11]([CH2:14][C:15]3[CH:20]=[CH:19][CH:18]=[CH:17][C:16]=3[Cl:21])[C:9]=2[N:10]=1)([CH3:4])([CH3:3])[CH3:2]. (2) Given the reactants [Br:1][C:2]1[CH:3]=[C:4]2[C:15]3([CH2:19][S:18][C:17]([N:20]([CH2:29][O:30][CH2:31][CH2:32][Si:33]([CH3:36])([CH3:35])[CH3:34])[CH2:21][O:22][CH2:23][CH2:24][Si:25]([CH3:28])([CH3:27])[CH3:26])=[N:16]3)[C:14]3[C:9](=[CH:10][CH:11]=[C:12](I)[CH:13]=3)[O:8][C:5]2=[N:6][CH:7]=1.[N:38]1[CH:43]=[CH:42][CH:41]=[C:40](B(O)O)[CH:39]=1.C(=O)([O-])[O-].[K+].[K+], predict the reaction product. The product is: [Br:1][C:2]1[CH:3]=[C:4]2[C:15]3([CH2:19][S:18][C:17]([N:20]([CH2:29][O:30][CH2:31][CH2:32][Si:33]([CH3:36])([CH3:35])[CH3:34])[CH2:21][O:22][CH2:23][CH2:24][Si:25]([CH3:28])([CH3:27])[CH3:26])=[N:16]3)[C:14]3[C:9](=[CH:10][CH:11]=[C:12]([C:40]4[CH:39]=[N:38][CH:43]=[CH:42][CH:41]=4)[CH:13]=3)[O:8][C:5]2=[N:6][CH:7]=1. (3) Given the reactants [N-:1]=[N+:2]=[N-:3].[Na+].[C:5]1([S:15]([C:18]2[C:26]3[C:21](=[CH:22][CH:23]=[C:24]([O:27][CH2:28][CH2:29][CH2:30]OS(C4C=CC(C)=CC=4)(=O)=O)[CH:25]=3)[NH:20][N:19]=2)(=[O:17])=[O:16])[C:14]2[C:9](=[CH:10][CH:11]=[CH:12][CH:13]=2)[CH:8]=[CH:7][CH:6]=1.O, predict the reaction product. The product is: [N:1]([CH2:30][CH2:29][CH2:28][O:27][C:24]1[CH:25]=[C:26]2[C:21](=[CH:22][CH:23]=1)[NH:20][N:19]=[C:18]2[S:15]([C:5]1[C:14]2[C:9](=[CH:10][CH:11]=[CH:12][CH:13]=2)[CH:8]=[CH:7][CH:6]=1)(=[O:16])=[O:17])=[N+:2]=[N-:3]. (4) Given the reactants C1C=C(Cl)C=C(C(OO)=[O:9])C=1.[CH3:12][S:13][C:14]1[N:19]=[C:18]([C:20]2[C:28]3[C:23](=[N:24][C:25]([NH:29][CH2:30][CH2:31][OH:32])=[N:26][CH:27]=3)[NH:22][N:21]=2)[CH:17]=[CH:16][N:15]=1, predict the reaction product. The product is: [CH3:12][S:13]([C:14]1[N:19]=[C:18]([C:20]2[C:28]3[C:23](=[N:24][C:25]([NH:29][CH2:30][CH2:31][OH:32])=[N:26][CH:27]=3)[NH:22][N:21]=2)[CH:17]=[CH:16][N:15]=1)=[O:9]. (5) Given the reactants [CH2:1]([N:8]1[CH2:12][CH2:11][C@@H:10]([C:13]2[CH:18]=[CH:17][CH:16]=[C:15]([NH2:19])[CH:14]=2)[CH2:9]1)[C:2]1[CH:7]=[CH:6][CH:5]=[CH:4][CH:3]=1.[F:20][C:21]([F:34])([F:33])[O:22][C:23]1[CH:24]=[C:25]([S:29](Cl)(=[O:31])=[O:30])[CH:26]=[CH:27][CH:28]=1.C(N(CC)CC)C, predict the reaction product. The product is: [CH2:1]([N:8]1[CH2:12][CH2:11][C@@H:10]([C:13]2[CH:14]=[C:15]([NH:19][S:29]([C:25]3[CH:26]=[CH:27][CH:28]=[C:23]([O:22][C:21]([F:20])([F:33])[F:34])[CH:24]=3)(=[O:31])=[O:30])[CH:16]=[CH:17][CH:18]=2)[CH2:9]1)[C:2]1[CH:3]=[CH:4][CH:5]=[CH:6][CH:7]=1. (6) The product is: [CH3:26][N:24]1[CH2:25][CH:22]([N:19]2[CH2:20][CH2:21][N:16]([C:14]([OH:15])=[O:32])[CH2:17][CH2:18]2)[CH2:23]1. Given the reactants NC1C=CC(OC2C=CN=C(N[C:14]([N:16]3[CH2:21][CH2:20][N:19]([CH:22]4[CH2:25][N:24]([CH3:26])[CH2:23]4)[CH2:18][CH2:17]3)=[O:15])C=2)=C(F)C=1.[C@]12(CS(O)(=O)=O)C(C)(C)C(CC1)CC2=[O:32].C1(CC(N=C=S)=O)C=CC=CC=1.C(=O)([O-])O.[Na+], predict the reaction product. (7) Given the reactants [NH2:1][C:2]1[CH:31]=[CH:30][C:5]2[N:6]=[C:7]([C:12]3[C:13](=[O:29])[N:14]([CH2:24][CH2:25][CH:26]([CH3:28])[CH3:27])[N:15]=[C:16]([C:19]4[S:20][CH:21]=[CH:22][CH:23]=4)[C:17]=3[OH:18])[NH:8][S:9](=[O:11])(=[O:10])[C:4]=2[CH:3]=1.C(N(CC)C(C)C)(C)C.N1C=CC=CC=1.Cl[C:48]([O:50][CH3:51])=[O:49], predict the reaction product. The product is: [CH3:51][O:50][C:48](=[O:49])[NH:1][C:2]1[CH:31]=[CH:30][C:5]2[N:6]=[C:7]([C:12]3[C:13](=[O:29])[N:14]([CH2:24][CH2:25][CH:26]([CH3:28])[CH3:27])[N:15]=[C:16]([C:19]4[S:20][CH:21]=[CH:22][CH:23]=4)[C:17]=3[OH:18])[NH:8][S:9](=[O:10])(=[O:11])[C:4]=2[CH:3]=1.